From a dataset of Peptide-MHC class II binding affinity with 134,281 pairs from IEDB. Regression. Given a peptide amino acid sequence and an MHC pseudo amino acid sequence, predict their binding affinity value. This is MHC class II binding data. (1) The peptide sequence is LSLAVSSAVPTSWVP. The MHC is HLA-DQA10501-DQB10303 with pseudo-sequence HLA-DQA10501-DQB10303. The binding affinity (normalized) is 0.500. (2) The MHC is DRB1_0901 with pseudo-sequence DRB1_0901. The peptide sequence is IFIFRDSDDWLNKYS. The binding affinity (normalized) is 0.502. (3) The peptide sequence is IHGWFAVDFTAAELV. The MHC is DRB1_1201 with pseudo-sequence DRB1_1201. The binding affinity (normalized) is 0.208. (4) The peptide sequence is NPGLIIGALAGS. The MHC is DRB1_0701 with pseudo-sequence DRB1_0701. The binding affinity (normalized) is 0.293. (5) The peptide sequence is LVKYEGDTMAEVELR. The MHC is HLA-DPA10201-DPB10101 with pseudo-sequence HLA-DPA10201-DPB10101. The binding affinity (normalized) is 0.473.